Dataset: Forward reaction prediction with 1.9M reactions from USPTO patents (1976-2016). Task: Predict the product of the given reaction. (1) Given the reactants C(O[B:4]([O:8]CC)[O:5]CC)C.Br[C:12]1[CH:13]=[N:14][CH:15]=[C:16]([C:18]([F:21])([F:20])[F:19])[CH:17]=1.C([Li])CCC.Cl.CCOC(C)=O.CCCC(C)C, predict the reaction product. The product is: [F:19][C:18]([F:21])([F:20])[C:16]1[CH:17]=[C:12]([B:4]([OH:5])[OH:8])[CH:13]=[N:14][CH:15]=1. (2) Given the reactants Cl.[NH:2]1[CH2:5][CH:4]([O:6][CH2:7][C:8]2[S:12][CH:11]=[N:10][CH:9]=2)[CH2:3]1.CCN=C=NCCCN(C)C.C1C=CC2N(O)N=NC=2C=1.C(N(C(C)C)CC)(C)C.Cl.[O:44]=[C:45]1[NH:54][C:53]2[N:52]=[CH:51][C:50](/[CH:55]=[CH:56]/[C:57](O)=[O:58])=[CH:49][C:48]=2[CH2:47][CH2:46]1, predict the reaction product. The product is: [O:58]=[C:57]([N:2]1[CH2:5][CH:4]([O:6][CH2:7][C:8]2[S:12][CH:11]=[N:10][CH:9]=2)[CH2:3]1)/[CH:56]=[CH:55]/[C:50]1[CH:49]=[C:48]2[C:53](=[N:52][CH:51]=1)[NH:54][C:45](=[O:44])[CH2:46][CH2:47]2. (3) Given the reactants O1CCCC1.[Cl:6][C:7]1[C:8]([C:13]2[CH:14]=[C:15]3[C:19](=[CH:20][CH:21]=2)[NH:18][N:17]=[C:16]3[NH:22][C:23]2[S:24][C:25]([CH:28]=[O:29])=[CH:26][N:27]=2)=[N:9][CH:10]=[CH:11][CH:12]=1.[C:30](O[C:30]([O:32][C:33]([CH3:36])([CH3:35])[CH3:34])=[O:31])([O:32][C:33]([CH3:36])([CH3:35])[CH3:34])=[O:31], predict the reaction product. The product is: [Cl:6][C:7]1[C:8]([C:13]2[CH:14]=[C:15]3[C:19](=[CH:20][CH:21]=2)[N:18]([C:30]([O:32][C:33]([CH3:36])([CH3:35])[CH3:34])=[O:31])[N:17]=[C:16]3[NH:22][C:23]2[S:24][C:25]([CH:28]=[O:29])=[CH:26][N:27]=2)=[N:9][CH:10]=[CH:11][CH:12]=1. (4) The product is: [Al+3:9].[Cl-:11].[Cl-:1].[Cl-:11].[Cl-:11].[Cl-:11].[Cl-:11].[Cl-:11].[Zr+4:5]. Given the reactants [Cl-:1].[Cl-].[Cl-].[Cl-].[Zr+4:5].[Cl-].[Cl-].[Cl-].[Al+3:9].C(Cl)[Cl:11], predict the reaction product. (5) Given the reactants Cl.Cl.C([C@]1(C([N:14]2[CH2:19][CH2:18][N:17]([C:20]3[CH:25]=[CH:24][CH:23]=[C:22]([C:26]([F:29])([F:28])[F:27])[N:21]=3)[CH2:16][CH2:15]2)=O)CC[C@@H](N)C1)(C)C.CC1C(=O)CCOC1.C(N(CC)CC)C.C(O[BH-](OC(=O)C)OC(=O)C)(=O)C.[Na+], predict the reaction product. The product is: [F:29][C:26]([F:27])([F:28])[C:22]1[N:21]=[C:20]([N:17]2[CH2:16][CH2:15][NH:14][CH2:19][CH2:18]2)[CH:25]=[CH:24][CH:23]=1. (6) Given the reactants C[C@H]1P(CCP2[C@H](C)CC[C@H]2C)[C@H](C)CC1.[OH:17][C:18]1[CH:31]=[CH:30][C:21]2[C:22]([CH2:25][C:26]([O:28][CH3:29])=[O:27])=[CH:23][O:24][C:20]=2[CH:19]=1.[H][H], predict the reaction product. The product is: [OH:17][C:18]1[CH:31]=[CH:30][C:21]2[CH:22]([CH2:25][C:26]([O:28][CH3:29])=[O:27])[CH2:23][O:24][C:20]=2[CH:19]=1.